This data is from Catalyst prediction with 721,799 reactions and 888 catalyst types from USPTO. The task is: Predict which catalyst facilitates the given reaction. Reactant: C([O:3][C:4]([C:6]1([F:19])[CH2:11][CH2:10][N:9]([C:12]([O:14][C:15]([CH3:18])([CH3:17])[CH3:16])=[O:13])[CH2:8][CH2:7]1)=O)C.[NH3:20]. Product: [C:15]([O:14][C:12]([N:9]1[CH2:10][CH2:11][C:6]([C:4](=[O:3])[NH2:20])([F:19])[CH2:7][CH2:8]1)=[O:13])([CH3:18])([CH3:17])[CH3:16]. The catalyst class is: 5.